From a dataset of Full USPTO retrosynthesis dataset with 1.9M reactions from patents (1976-2016). Predict the reactants needed to synthesize the given product. (1) Given the product [NH2:8][CH:9]([CH2:13][C:14]1[CH:19]=[CH:18][C:17]([O:20][CH2:21][CH2:22][CH2:23][CH2:24][CH2:25][O:26][C:27]2[CH:32]=[C:31]([C:33]3[CH:34]=[CH:35][CH:36]=[CH:37][CH:38]=3)[CH:30]=[C:29]([C:39]3[CH:44]=[CH:43][CH:42]=[CH:41][CH:40]=3)[N:28]=2)=[CH:16][CH:15]=1)[C:10]([OH:12])=[O:11], predict the reactants needed to synthesize it. The reactants are: C(OC([NH:8][CH:9]([CH2:13][C:14]1[CH:19]=[CH:18][C:17]([O:20][CH2:21][CH2:22][CH2:23][CH2:24][CH2:25][O:26][C:27]2[CH:32]=[C:31]([C:33]3[CH:38]=[CH:37][CH:36]=[CH:35][CH:34]=3)[CH:30]=[C:29]([C:39]3[CH:44]=[CH:43][CH:42]=[CH:41][CH:40]=3)[N:28]=2)=[CH:16][CH:15]=1)[C:10]([OH:12])=[O:11])=O)(C)(C)C.FC(F)(F)C(O)=O.C(#N)C.O. (2) Given the product [C@@H:25]12[CH2:31][C@@H:28]([CH2:29][CH2:30]1)[CH2:27][C@H:26]2[O:32][C:33]1[C:41]([CH:42]2[CH2:43][CH2:44]2)=[CH:40][C:36]([C:37]([NH:60][S:57]([CH:54]2[CH2:56][CH2:55]2)(=[O:59])=[O:58])=[O:39])=[C:35]([F:45])[CH:34]=1, predict the reactants needed to synthesize it. The reactants are: C12(COC3C(C4CC4)=CC(C(O)=O)=CN=3)CC3CC(CC(C3)C1)C2.[C@@H:25]12[CH2:31][C@@H:28]([CH2:29][CH2:30]1)[CH2:27][C@H:26]2[O:32][C:33]1[C:41]([CH:42]2[CH2:44][CH2:43]2)=[CH:40][C:36]([C:37]([OH:39])=O)=[C:35]([F:45])[CH:34]=1.COCCS(N)(=O)=O.[CH:54]1([S:57]([NH2:60])(=[O:59])=[O:58])[CH2:56][CH2:55]1.